From a dataset of Peptide-MHC class I binding affinity with 185,985 pairs from IEDB/IMGT. Regression. Given a peptide amino acid sequence and an MHC pseudo amino acid sequence, predict their binding affinity value. This is MHC class I binding data. (1) The peptide sequence is ISDYDYYRY. The MHC is HLA-A29:02 with pseudo-sequence HLA-A29:02. The binding affinity (normalized) is 0.599. (2) The peptide sequence is RFAVNPGLL. The MHC is HLA-A01:01 with pseudo-sequence HLA-A01:01. The binding affinity (normalized) is 0. (3) The peptide sequence is RPRVAQLTF. The MHC is HLA-B08:01 with pseudo-sequence HLA-B08:01. The binding affinity (normalized) is 0.484. (4) The peptide sequence is SQAFNTPAL. The MHC is HLA-A31:01 with pseudo-sequence HLA-A31:01. The binding affinity (normalized) is 0.0847. (5) The binding affinity (normalized) is 0. The peptide sequence is NTNPIQLSSY. The MHC is HLA-A24:02 with pseudo-sequence HLA-A24:02. (6) The peptide sequence is EPVDPRLEPW. The MHC is HLA-B40:01 with pseudo-sequence HLA-B40:01. The binding affinity (normalized) is 0. (7) The peptide sequence is IVKYKQYLK. The MHC is HLA-B40:01 with pseudo-sequence HLA-B40:01. The binding affinity (normalized) is 0.0847.